Dataset: Forward reaction prediction with 1.9M reactions from USPTO patents (1976-2016). Task: Predict the product of the given reaction. (1) Given the reactants [CH3:1][O:2][C:3](=[O:15])[C:4]1[CH:9]=[CH:8][CH:7]=[C:6]([C:10](=O)[CH:11](Br)[CH3:12])[CH:5]=1.[CH:16]([NH2:18])=[S:17], predict the reaction product. The product is: [CH3:1][O:2][C:3](=[O:15])[C:4]1[CH:9]=[CH:8][CH:7]=[C:6]([C:10]2[N:18]=[CH:16][S:17][C:11]=2[CH3:12])[CH:5]=1. (2) Given the reactants [CH3:1][O:2][C:3]1[CH:4]=[C:5]2[C:10](=[CH:11][C:12]=1[O:13][CH3:14])[N:9]=[CH:8][CH:7]=[C:6]2[O:15][C:16]1[CH:22]=[CH:21][C:19]([NH2:20])=[CH:18][CH:17]=1.ClC(Cl)(O[C:27](=[O:33])[O:28][C:29](Cl)(Cl)Cl)Cl.[CH3:35][O:36][C:37]1C=[CH:41][CH:40]=[CH:39][C:38]=1O.C(=O)(O)[O-].[Na+], predict the reaction product. The product is: [CH3:1][O:2][C:3]1[CH:4]=[C:5]2[C:10](=[CH:11][C:12]=1[O:13][CH3:14])[N:9]=[CH:8][CH:7]=[C:6]2[O:15][C:16]1[CH:22]=[CH:21][C:19]([NH:20][C:27](=[O:33])[O:28][C:29]2[CH:41]=[CH:40][CH:39]=[CH:38][C:37]=2[O:36][CH3:35])=[CH:18][CH:17]=1. (3) The product is: [C:1]([O:5][C:6](=[O:35])[CH2:7][O:8][C:9]1[C:18]2[CH2:17][CH2:16][CH2:15][C@@H:14]([N:19]([S:21]([C:24]3[CH:29]=[C:28]([C:30]([F:33])([F:32])[F:31])[CH:27]=[C:26]([O:41][CH:39]([CH3:40])[CH3:38])[CH:25]=3)(=[O:22])=[O:23])[CH3:20])[C:13]=2[CH:12]=[CH:11][CH:10]=1)([CH3:4])([CH3:2])[CH3:3]. Given the reactants [C:1]([O:5][C:6](=[O:35])[CH2:7][O:8][C:9]1[C:18]2[CH2:17][CH2:16][CH2:15][C@@H:14]([N:19]([S:21]([C:24]3[CH:29]=[C:28]([C:30]([F:33])([F:32])[F:31])[CH:27]=[C:26](F)[CH:25]=3)(=[O:23])=[O:22])[CH3:20])[C:13]=2[CH:12]=[CH:11][CH:10]=1)([CH3:4])([CH3:3])[CH3:2].[H-].[Na+].[CH3:38][CH:39]([OH:41])[CH3:40].O, predict the reaction product. (4) The product is: [N:12]1([C:7]([CH:2]2[CH2:3][CH2:4][CH2:5][CH2:6][CH:1]2[C:10]([OH:9])=[O:11])=[O:8])[CH2:17][CH2:16][O:15][CH2:14][CH2:13]1. Given the reactants [C@@H:1]12[C:10](=[O:11])[O:9][C:7](=[O:8])[C@@H:2]1[CH2:3][CH2:4][CH2:5][CH2:6]2.[NH:12]1[CH2:17][CH2:16][O:15][CH2:14][CH2:13]1, predict the reaction product.